The task is: Predict the reactants needed to synthesize the given product.. This data is from Full USPTO retrosynthesis dataset with 1.9M reactions from patents (1976-2016). (1) Given the product [CH2:33]([NH:37][C:2]1[CH:7]=[CH:6][CH:5]=[CH:4][C:3]=1[S:8]([NH:11][C:12]1[CH:21]=[CH:20][C:19]2[C:14](=[CH:15][CH:16]=[CH:17][CH:18]=2)[C:13]=1[C:22]([OH:24])=[O:23])(=[O:10])=[O:9])[CH2:34][CH2:35][CH3:36], predict the reactants needed to synthesize it. The reactants are: F[C:2]1[CH:7]=[CH:6][CH:5]=[CH:4][C:3]=1[S:8]([NH:11][C:12]1[CH:21]=[CH:20][C:19]2[C:14](=[CH:15][CH:16]=[CH:17][CH:18]=2)[C:13]=1[C:22]([O:24]C)=[O:23])(=[O:10])=[O:9].C(N(CC)CC)C.[CH2:33]([NH2:37])[CH2:34][CH2:35][CH3:36].[Li+].[OH-]. (2) Given the product [F:1][C:2]1[CH:3]=[C:4]([C:11]2[CH:16]=[CH:15][C:14]([C:17]([F:18])([F:19])[F:20])=[CH:13][CH:12]=2)[CH:5]=[CH:6][C:7]=1[CH2:8][CH2:9][OH:10], predict the reactants needed to synthesize it. The reactants are: [F:1][C:2]1[CH:3]=[C:4]([C:11]2[CH:16]=[CH:15][C:14]([C:17]([F:20])([F:19])[F:18])=[CH:13][CH:12]=2)[CH:5]=[CH:6][C:7]=1[CH2:8][CH:9]=[O:10].[BH4-].[Na+].CCOC(C)=O.CCCCCC. (3) Given the product [CH2:40]([O:39][C:33]1[CH:32]=[C:31]2[C:36]([C:18]([C:15]3[CH:16]=[CH:17][C:12]([N:7]4[CH:11]=[CH:10][N:9]=[CH:8]4)=[CH:13][CH:14]=3)=[N:20][CH:21]3[CH:22]2[CH2:23][CH:24]([O:27][C:28](=[O:30])[CH3:29])[CH2:25][CH2:26]3)=[CH:35][C:34]=1[O:37][CH3:38])[CH3:41], predict the reactants needed to synthesize it. The reactants are: P(Cl)(Cl)(Cl)(Cl)Cl.[N:7]1([C:12]2[CH:17]=[CH:16][C:15]([C:18]([NH:20][CH:21]3[CH2:26][CH2:25][CH:24]([O:27][C:28](=[O:30])[CH3:29])[CH2:23][CH:22]3[C:31]3[CH:36]=[CH:35][C:34]([O:37][CH3:38])=[C:33]([O:39][CH2:40][CH3:41])[CH:32]=3)=O)=[CH:14][CH:13]=2)[CH:11]=[CH:10][N:9]=[CH:8]1.C(N(CC)CC)C.C(=O)([O-])O.[Na+]. (4) The reactants are: [Cl:1][C:2]1[C:3]([S:9][C:10]2[CH:15]=[CH:14][C:13]([CH3:16])=[CH:12][CH:11]=2)=[C:4]([NH2:8])[CH:5]=[CH:6][CH:7]=1.[N:17]([O-])=O.[Na+].Cl[Sn]Cl.Cl. Given the product [ClH:1].[Cl:1][C:2]1[C:3]([S:9][C:10]2[CH:11]=[CH:12][C:13]([CH3:16])=[CH:14][CH:15]=2)=[C:4]([NH:8][NH2:17])[CH:5]=[CH:6][CH:7]=1, predict the reactants needed to synthesize it.